This data is from Forward reaction prediction with 1.9M reactions from USPTO patents (1976-2016). The task is: Predict the product of the given reaction. (1) Given the reactants [N:1]12[CH2:8][CH2:7][CH:4]([CH2:5][CH2:6]1)[C@@H:3]([O:9][C:10]([C:12]1([C:19]3[CH:24]=[CH:23][CH:22]=[CH:21][CH:20]=3)[CH2:18][CH2:17][CH2:16][CH2:15][CH2:14][CH2:13]1)=[O:11])[CH2:2]2.[Br:25][CH2:26][C:27]([NH:29][C:30]1[CH:35]=[N:34][CH:33]=[CH:32][N:31]=1)=[O:28], predict the reaction product. The product is: [Br-:25].[C:19]1([C:12]2([C:10]([O:9][C@@H:3]3[CH:4]4[CH2:7][CH2:8][N+:1]([CH2:26][C:27](=[O:28])[NH:29][C:30]5[CH:35]=[N:34][CH:33]=[CH:32][N:31]=5)([CH2:6][CH2:5]4)[CH2:2]3)=[O:11])[CH2:18][CH2:17][CH2:16][CH2:15][CH2:14][CH2:13]2)[CH:20]=[CH:21][CH:22]=[CH:23][CH:24]=1. (2) The product is: [NH:8]1[C:9]2[C:5](=[CH:4][CH:3]=[C:2]([S:44][C:41]3[CH:42]=[CH:43][C:38]([C:37]([OH:45])=[O:36])=[CH:39][CH:40]=3)[CH:10]=2)[CH:6]=[CH:7]1. Given the reactants Br[C:2]1[CH:10]=[C:9]2[C:5]([CH:6]=[CH:7][NH:8]2)=[CH:4][CH:3]=1.[I-].[Na+].CNCCNC.CC1C=CC2C=CC3C=CC(C)=NC=3C=2N=1.C[O:36][C:37](=[O:45])[C:38]1[CH:43]=[CH:42][C:41]([SH:44])=[CH:40][CH:39]=1.CC(C)([O-])C.[Na+], predict the reaction product. (3) The product is: [CH:1]1([C:7]2[C:15]3[C:10](=[CH:11][C:12]([C:16]([OH:18])=[O:17])=[CH:13][CH:14]=3)[N:9]([CH2:20][C:21]([N:23]([CH3:25])[CH3:24])=[O:22])[C:8]=2[C:26]2[CH:27]=[N:28][C:29]([O:32][CH3:33])=[CH:30][CH:31]=2)[CH2:6][CH2:5][CH2:4][CH2:3][CH2:2]1. Given the reactants [CH:1]1([C:7]2[C:15]3[C:10](=[CH:11][C:12]([C:16]([O:18]C)=[O:17])=[CH:13][CH:14]=3)[N:9]([CH2:20][C:21]([N:23]([CH3:25])[CH3:24])=[O:22])[C:8]=2[C:26]2[CH:27]=[N:28][C:29]([O:32][CH3:33])=[CH:30][CH:31]=2)[CH2:6][CH2:5][CH2:4][CH2:3][CH2:2]1.CO.Cl, predict the reaction product. (4) Given the reactants [Cl:1][C:2]1[CH:10]=[C:9]2[C:5]([C:6]([C:11]3[N:16]=[C:15]4[C:17]([C:28]([O:30]C)=[O:29])=[CH:18][N:19](COC(=O)C(C)(C)C)[C:14]4=[N:13][CH:12]=3)=[N:7][NH:8]2)=[CH:4][CH:3]=1.[OH-].[K+], predict the reaction product. The product is: [Cl:1][C:2]1[CH:10]=[C:9]2[C:5]([C:6]([C:11]3[N:16]=[C:15]4[C:17]([C:28]([OH:30])=[O:29])=[CH:18][NH:19][C:14]4=[N:13][CH:12]=3)=[N:7][NH:8]2)=[CH:4][CH:3]=1. (5) Given the reactants [CH2:1]([O:3][C:4](=[O:47])[CH2:5][CH2:6][C:7]1([CH3:46])[O:11][C@@H:10]2[C@@H:12]([CH2:23][O:24]C(C3C=CC(OC)=CC=3)(C3C=CC=CC=3)C3C=CC=CC=3)[O:13][C@@H:14]([N:15]3[C:20](=[O:21])[NH:19][C:18](=[O:22])[CH:17]=[N:16]3)[C@@H:9]2[O:8]1)[CH3:2].C(=O)([O-])[O-].[K+].[K+].[CH2:54](Br)[CH:55]=[C:56]([CH2:58][CH2:59][CH:60]=[C:61]([CH2:63][CH2:64][CH:65]=[C:66]([CH3:68])[CH3:67])[CH3:62])[CH3:57], predict the reaction product. The product is: [CH2:1]([O:3][C:4](=[O:47])[CH2:5][CH2:6][C:7]1([CH3:46])[O:11][C@@H:10]2[C@@H:12]([CH2:23][OH:24])[O:13][C@@H:14]([N:15]3[C:20](=[O:21])[N:19]([CH2:54]/[CH:55]=[C:56](\[CH3:57])/[CH2:58][CH2:59]/[CH:60]=[C:61](\[CH3:62])/[CH2:63][CH2:64][CH:65]=[C:66]([CH3:68])[CH3:67])[C:18](=[O:22])[CH:17]=[N:16]3)[C@@H:9]2[O:8]1)[CH3:2]. (6) Given the reactants [Cl:1][C:2]1[CH:7]=[CH:6][C:5]([C:8]2[C:12]([C:13](OCC)=[O:14])=[C:11]([C:18]([F:21])([F:20])[F:19])[S:10][N:9]=2)=[CH:4][CH:3]=1.CC(C[AlH]CC(C)C)C, predict the reaction product. The product is: [Cl:1][C:2]1[CH:7]=[CH:6][C:5]([C:8]2[C:12]([CH2:13][OH:14])=[C:11]([C:18]([F:20])([F:19])[F:21])[S:10][N:9]=2)=[CH:4][CH:3]=1.